Predict the reactants needed to synthesize the given product. From a dataset of Full USPTO retrosynthesis dataset with 1.9M reactions from patents (1976-2016). The reactants are: [NH2:1][C@@H:2]([CH2:5][C:6]([CH3:9])([OH:8])[CH3:7])[CH2:3][OH:4].[N:10]1([C:16](Cl)=[O:17])[CH2:15][CH2:14][O:13][CH2:12][CH2:11]1.C(N(CC)CC)C. Given the product [OH:4][CH2:3][C@@H:2]([NH:1][C:16]([N:10]1[CH2:15][CH2:14][O:13][CH2:12][CH2:11]1)=[O:17])[CH2:5][C:6]([OH:8])([CH3:9])[CH3:7], predict the reactants needed to synthesize it.